From a dataset of Full USPTO retrosynthesis dataset with 1.9M reactions from patents (1976-2016). Predict the reactants needed to synthesize the given product. (1) Given the product [C:9]1([C:3]2[N:4]=[C:5]([NH2:8])[N:6]=[N:7][C:2]=2[N:19]2[CH2:20][CH2:21][CH2:22][CH:17]([C:16]([F:24])([F:23])[F:15])[CH2:18]2)[CH:14]=[CH:13][CH:12]=[CH:11][CH:10]=1, predict the reactants needed to synthesize it. The reactants are: Br[C:2]1[N:7]=[N:6][C:5]([NH2:8])=[N:4][C:3]=1[C:9]1[CH:14]=[CH:13][CH:12]=[CH:11][CH:10]=1.[F:15][C:16]([F:24])([F:23])[CH:17]1[CH2:22][CH2:21][CH2:20][NH:19][CH2:18]1. (2) Given the product [N:17]1([CH:15]([NH:9][C:7](=[O:8])[C:4]2[CH:5]=[CH:6][C:1]([CH3:10])=[CH:2][CH:3]=2)[C:12]([CH3:13])([CH3:14])[CH3:11])[C:21]2[CH:22]=[CH:23][CH:24]=[CH:25][C:20]=2[N:19]=[N:18]1, predict the reactants needed to synthesize it. The reactants are: [C:1]1([CH3:10])[CH:6]=[CH:5][C:4]([C:7]([NH2:9])=[O:8])=[CH:3][CH:2]=1.[CH3:11][C:12]([CH:15]=O)([CH3:14])[CH3:13].[NH:17]1[C:21]2[CH:22]=[CH:23][CH:24]=[CH:25][C:20]=2[N:19]=[N:18]1. (3) Given the product [Cl:1][C:2]1[C:3]([OH:26])=[C:4]([C:9]2[S:13][C:12]([NH:14][C:15](=[O:25])[C:16]3[CH:24]=[CH:23][C:19]([C:20]([NH:33][C:31]4[CH:32]=[CH:27][CH:28]=[CH:29][CH:30]=4)=[O:21])=[CH:18][CH:17]=3)=[N:11][N:10]=2)[CH:5]=[C:6]([Cl:8])[CH:7]=1, predict the reactants needed to synthesize it. The reactants are: [Cl:1][C:2]1[C:3]([OH:26])=[C:4]([C:9]2[S:13][C:12]([NH:14][C:15](=[O:25])[C:16]3[CH:24]=[CH:23][C:19]([C:20](O)=[O:21])=[CH:18][CH:17]=3)=[N:11][N:10]=2)[CH:5]=[C:6]([Cl:8])[CH:7]=1.[CH:27]1[CH:28]=[CH:29][C:30]2N(O)N=[N:33][C:31]=2[CH:32]=1.CCN(C(C)C)C(C)C.CCN=C=NCCCN(C)C. (4) Given the product [CH:1]1([CH:4]([C:18]2[CH:23]=[CH:22][CH:21]=[CH:20][CH:19]=2)[NH:5][C:6]([C:8]2[CH:9]=[C:10]3[C:14](=[CH:15][CH:16]=2)[NH:13][N:12]=[C:11]3[C:32]2[CH:33]=[CH:34][C:35]([O:36][CH:37]3[CH2:38][CH2:39][N:40]([CH2:43][CH2:44][OH:45])[CH2:41][CH2:42]3)=[CH:46][CH:47]=2)=[O:7])[CH2:3][CH2:2]1, predict the reactants needed to synthesize it. The reactants are: [CH:1]1([CH:4]([C:18]2[CH:23]=[CH:22][CH:21]=[CH:20][CH:19]=2)[NH:5][C:6]([C:8]2[CH:9]=[C:10]3[C:14](=[CH:15][CH:16]=2)[NH:13][N:12]=[C:11]3I)=[O:7])[CH2:3][CH2:2]1.CC1(C)C(C)(C)OB([C:32]2[CH:47]=[CH:46][C:35]([O:36][CH:37]3[CH2:42][CH2:41][N:40]([CH2:43][CH2:44][OH:45])[CH2:39][CH2:38]3)=[CH:34][CH:33]=2)O1. (5) Given the product [ClH:31].[CH2:1]([N:8]1[C:12]2=[C:13]([N:19]3[CH2:28][CH2:27][C:26]4[C:21](=[CH:22][CH:23]=[CH:24][CH:25]=4)[CH2:20]3)[N:14]=[C:15]([CH2:17][OH:18])[CH:16]=[C:11]2[C:10]([CH3:29])=[C:9]1[CH3:30])[C:2]1[CH:3]=[CH:4][CH:5]=[CH:6][CH:7]=1, predict the reactants needed to synthesize it. The reactants are: [CH2:1]([N:8]1[C:12]2=[C:13]([N:19]3[CH2:28][CH2:27][C:26]4[C:21](=[CH:22][CH:23]=[CH:24][CH:25]=4)[CH2:20]3)[N:14]=[C:15]([CH2:17][OH:18])[CH:16]=[C:11]2[C:10]([CH3:29])=[C:9]1[CH3:30])[C:2]1[CH:7]=[CH:6][CH:5]=[CH:4][CH:3]=1.[ClH:31]. (6) The reactants are: [N:1]1([C:6]2[CH:13]=[CH:12][C:9]([CH:10]=O)=[CH:8][CH:7]=2)[CH:5]=[CH:4][N:3]=[CH:2]1.N1(C2C=C[C:22]([CH:23]=[O:24])=CC=2)C=CC=N1. Given the product [N:1]1([C:6]2[CH:13]=[CH:12][C:9](/[CH:10]=[CH:22]/[CH:23]=[O:24])=[CH:8][CH:7]=2)[CH:5]=[CH:4][N:3]=[CH:2]1, predict the reactants needed to synthesize it.